Dataset: Catalyst prediction with 721,799 reactions and 888 catalyst types from USPTO. Task: Predict which catalyst facilitates the given reaction. (1) Reactant: [CH3:1][N:2]([CH3:27])[C:3]1[CH:26]=[CH:25][CH:24]=[CH:23][C:4]=1[CH2:5][N:6]1[CH2:10][CH2:9][C@@H:8]([NH:11][C:12]2[N:13]=[CH:14][C:15](/[CH:18]=[CH:19]/[C:20](O)=[O:21])=[N:16][CH:17]=2)[CH2:7]1.[O:28]1[CH2:33][CH2:32][CH2:31][CH2:30][CH:29]1[O:34][NH2:35].C1C=CC2N(O)N=NC=2C=1.C([O-])(O)=O.[Na+]. Product: [CH3:27][N:2]([CH3:1])[C:3]1[CH:26]=[CH:25][CH:24]=[CH:23][C:4]=1[CH2:5][N:6]1[CH2:10][CH2:9][C@@H:8]([NH:11][C:12]2[N:13]=[CH:14][C:15](/[CH:18]=[CH:19]/[C:20]([NH:35][O:34][CH:29]3[CH2:30][CH2:31][CH2:32][CH2:33][O:28]3)=[O:21])=[N:16][CH:17]=2)[CH2:7]1. The catalyst class is: 3. (2) Reactant: [Br-].[Li+].[C:3]([Br:6])(=O)[CH3:4].[CH2:7]([O:9][C:10](=[O:19])[CH2:11][C:12]1[CH:13]=CC(Cl)=[N:16][CH:17]=1)[CH3:8].[OH-].[Na+]. Product: [CH2:7]([O:9][C:10](=[O:19])[CH2:11][C:12]1[CH:13]=[CH:4][C:3]([Br:6])=[N:16][CH:17]=1)[CH3:8]. The catalyst class is: 47. (3) Reactant: Cl.[C:2]([C:5]1[CH:10]=[CH:9][C:8]([NH:11][CH2:12][C:13]2[N:17]([CH3:18])[C:16]3[CH:19]=[CH:20][C:21]([C@@:23]([NH:32][CH2:33][C:34]([O:36]CCC)=[O:35])([C:25]([N:27]4[CH2:31][CH2:30][CH2:29][CH2:28]4)=[O:26])[CH3:24])=[CH:22][C:15]=3[N:14]=2)=[CH:7][CH:6]=1)(=[NH:4])[NH2:3].C(O)CC.[OH-].[Na+].Cl[Si](C)(C)C. Product: [C:2]([C:5]1[CH:6]=[CH:7][C:8]([NH:11][CH2:12][C:13]2[N:17]([CH3:18])[C:16]3[CH:19]=[CH:20][C:21]([C@@:23]([NH:32][CH2:33][C:34]([OH:36])=[O:35])([C:25]([N:27]4[CH2:31][CH2:30][CH2:29][CH2:28]4)=[O:26])[CH3:24])=[CH:22][C:15]=3[N:14]=2)=[CH:9][CH:10]=1)(=[NH:3])[NH2:4]. The catalyst class is: 816.